Dataset: NCI-60 drug combinations with 297,098 pairs across 59 cell lines. Task: Regression. Given two drug SMILES strings and cell line genomic features, predict the synergy score measuring deviation from expected non-interaction effect. Drug 1: C1CCC(C1)C(CC#N)N2C=C(C=N2)C3=C4C=CNC4=NC=N3. Drug 2: C1=CC(=CC=C1CCC2=CNC3=C2C(=O)NC(=N3)N)C(=O)NC(CCC(=O)O)C(=O)O. Cell line: RPMI-8226. Synergy scores: CSS=43.8, Synergy_ZIP=4.98, Synergy_Bliss=4.86, Synergy_Loewe=-24.1, Synergy_HSA=2.19.